Dataset: Forward reaction prediction with 1.9M reactions from USPTO patents (1976-2016). Task: Predict the product of the given reaction. (1) Given the reactants [C:1]1([CH2:7][CH2:8][CH2:9][C@H:10]([C@H:15]([OH:17])[CH3:16])[C:11]([O:13]C)=[O:12])[CH:6]=[CH:5][CH:4]=[CH:3][CH:2]=1.[OH-].[Na+], predict the reaction product. The product is: [C:1]1([CH2:7][CH2:8][CH2:9][C@H:10]([C@H:15]([OH:17])[CH3:16])[C:11]([OH:13])=[O:12])[CH:6]=[CH:5][CH:4]=[CH:3][CH:2]=1. (2) The product is: [O:1]1[CH2:7][CH2:6][CH2:5][O:4][C:3]2[CH:8]=[C:9]([C:12]3[C:17]([CH:18]([CH2:23][CH2:24][CH3:25])[C:19]([OH:21])=[O:20])=[C:16]([CH3:26])[N:15]=[C:14]([C:27]4[CH:28]=[CH:29][CH:30]=[CH:31][CH:32]=4)[N:13]=3)[CH:10]=[CH:11][C:2]1=2. Given the reactants [O:1]1[CH2:7][CH2:6][CH2:5][O:4][C:3]2[CH:8]=[C:9]([C:12]3[C:17]([CH:18]([CH2:23][CH2:24][CH3:25])[C:19]([O:21]C)=[O:20])=[C:16]([CH3:26])[N:15]=[C:14]([C:27]4[CH:32]=[CH:31][CH:30]=[CH:29][CH:28]=4)[N:13]=3)[CH:10]=[CH:11][C:2]1=2.[OH-].[Na+], predict the reaction product. (3) Given the reactants [F:1][C:2]1[CH:7]=[CH:6][C:5]([C:8]([CH3:19])([CH3:18])[CH2:9][NH:10][C:11]2[N+:12]([O-:17])=[N:13][CH:14]=[CH:15][N:16]=2)=[CH:4][CH:3]=1.ClCCl.[Br:23]Br, predict the reaction product. The product is: [Br:23][C:14]1[N:13]=[N+:12]([O-:17])[C:11]([NH:10][CH2:9][C:8]([C:5]2[CH:6]=[CH:7][C:2]([F:1])=[CH:3][CH:4]=2)([CH3:19])[CH3:18])=[N:16][CH:15]=1. (4) Given the reactants [C:1]([C:3]1[N:4]=[C:5]([O:13][C@H:14]2[C@H:18]([CH3:19])[CH2:17][N:16]([C:20]([O:22][C:23]([CH3:26])([CH3:25])[CH3:24])=[O:21])[CH2:15]2)[C:6]2[C:11]([CH:12]=1)=[CH:10][CH:9]=[CH:8][CH:7]=2)#[N:2].[NH:27]([C:29]([O:31]CC)=O)N.C1CCN2C(=[N:38]CCC2)CC1, predict the reaction product. The product is: [CH3:19][C@H:18]1[C@H:14]([O:13][C:5]2[C:6]3[C:11](=[CH:10][CH:9]=[CH:8][CH:7]=3)[CH:12]=[C:3]([C:1]3[NH:27][C:29](=[O:31])[NH:38][N:2]=3)[N:4]=2)[CH2:15][N:16]([C:20]([O:22][C:23]([CH3:25])([CH3:24])[CH3:26])=[O:21])[CH2:17]1.